Predict the reactants needed to synthesize the given product. From a dataset of Full USPTO retrosynthesis dataset with 1.9M reactions from patents (1976-2016). (1) Given the product [CH2:15]([S:17]([N:20]1[CH2:23][C:22]([CH2:2][C:3]([N:47]([CH3:48])[CH3:44])=[O:5])([N:24]2[CH2:25][CH2:26][CH:27]([NH:30][C@@H:31]3[CH2:33][C@H:32]3[C:34]3[CH:39]=[CH:38][CH:37]=[CH:36][CH:35]=3)[CH2:28][CH2:29]2)[CH2:21]1)(=[O:18])=[O:19])[CH3:16], predict the reactants needed to synthesize it. The reactants are: F[C:2](F)(F)[C:3]([OH:5])=O.FC(F)(F)C(O)=O.[CH2:15]([S:17]([N:20]1[CH2:23][C:22](CC(O)=O)([N:24]2[CH2:29][CH2:28][CH:27]([NH:30][C@@H:31]3[CH2:33][C@H:32]3[C:34]3[CH:39]=[CH:38][CH:37]=[CH:36][CH:35]=3)[CH2:26][CH2:25]2)[CH2:21]1)(=[O:19])=[O:18])[CH3:16].[CH:44]([N:47](CC)[CH:48](C)C)(C)C.CNC.F[P-](F)(F)(F)(F)F.N1(O[P+](N(C)C)(N(C)C)N(C)C)C2C=CC=CC=2N=N1. (2) Given the product [CH3:25][O:24][C:22](=[O:23])[CH2:21][C:18]1[CH:17]=[CH:16][C:15]([O:14][CH2:35]/[CH:34]=[C:33](\[C:30]2[CH:29]=[CH:28][C:27]([Br:26])=[CH:32][CH:31]=2)/[C:37]2[CH:42]=[CH:41][CH:40]=[CH:39][CH:38]=2)=[CH:20][CH:19]=1, predict the reactants needed to synthesize it. The reactants are: C(P(CCCC)CCCC)CCC.[OH:14][C:15]1[CH:20]=[CH:19][C:18]([CH2:21][C:22]([O:24][CH3:25])=[O:23])=[CH:17][CH:16]=1.[Br:26][C:27]1[CH:32]=[CH:31][C:30](/[C:33](/[C:37]2[CH:42]=[CH:41][CH:40]=[CH:39][CH:38]=2)=[CH:34]\[CH2:35]O)=[CH:29][CH:28]=1. (3) Given the product [C:10]([N:14]1[CH2:15][CH2:16][CH:17]([N:20]2[C:25]([CH3:22])=[C:26]([CH:33]=[O:34])[CH:27]=[N:21]2)[CH2:18][CH2:19]1)([CH3:13])([CH3:11])[CH3:12], predict the reactants needed to synthesize it. The reactants are: C(OCC)(=O)CC(C)=O.[C:10]([N:14]1[CH2:19][CH2:18][CH:17]([NH:20][NH2:21])[CH2:16][CH2:15]1)([CH3:13])([CH3:12])[CH3:11].[CH:22]1([C:25]2N(C(C)C)N=[CH:27][C:26]=2[CH:33]=[O:34])CC1.